This data is from Reaction yield outcomes from USPTO patents with 853,638 reactions. The task is: Predict the reaction yield, written as a fraction of the theoretical maximum amount of product (1.0 means a 100% yield; for example, 0.34 means a 34% yield). (1) The reactants are [CH2:1]([NH:3][C:4](=[O:21])[N:5]([CH2:18][CH2:19][OH:20])[CH2:6][C:7]1[CH:12]=[C:11]([N+:13]([O-])=O)[CH:10]=[CH:9][C:8]=1[O:16][CH3:17])[CH3:2].C(O)C. The catalyst is [Pd]. The product is [NH2:13][C:11]1[CH:10]=[CH:9][C:8]([O:16][CH3:17])=[C:7]([CH:12]=1)[CH2:6][N:5]([CH2:18][CH2:19][OH:20])[C:4]([NH:3][CH2:1][CH3:2])=[O:21]. The yield is 0.750. (2) The reactants are Cl.[Cl:2][C:3]1[CH:8]=[CH:7][C:6]([C@H:9]2[N:16]3[C:12]([S:13][C:14]([C:20]([N:22]([CH:25]4[CH2:28][N:27]([CH2:29][C@H:30]5[CH2:34][O:33]C(C)(C)[O:31]5)[CH2:26]4)[CH2:23][CH3:24])=[O:21])=[C:15]3[CH:17]([CH3:19])[CH3:18])=[N:11][C@:10]2([C:38]2[CH:43]=[CH:42][C:41]([Cl:44])=[CH:40][CH:39]=2)[CH3:37])=[CH:5][CH:4]=1.[OH-].[Na+]. The catalyst is CO. The product is [Cl:2][C:3]1[CH:4]=[CH:5][C:6]([C@H:9]2[N:16]3[C:12]([S:13][C:14]([C:20]([N:22]([CH:25]4[CH2:28][N:27]([CH2:29][C@H:30]([OH:31])[CH2:34][OH:33])[CH2:26]4)[CH2:23][CH3:24])=[O:21])=[C:15]3[CH:17]([CH3:18])[CH3:19])=[N:11][C@:10]2([C:38]2[CH:39]=[CH:40][C:41]([Cl:44])=[CH:42][CH:43]=2)[CH3:37])=[CH:7][CH:8]=1. The yield is 0.770. (3) The reactants are Cl.[CH2:2]([O:4][C:5](=[O:25])[CH:6]([NH:18][C:19]([O:21][CH2:22][CH:23]=[CH2:24])=[O:20])[CH2:7][C:8]1[O:12][N:11]=[C:10]([CH:13]2[CH2:17][CH2:16][CH2:15][NH:14]2)[CH:9]=1)[CH3:3].C(=O)([O-])[O-].[Na+].[Na+].[Cl:32][C:33]1[CH:34]=[C:35]([S:40](Cl)(=[O:42])=[O:41])[CH:36]=[C:37]([Cl:39])[CH:38]=1. The catalyst is O. The product is [CH2:2]([O:4][C:5](=[O:25])[CH:6]([NH:18][C:19]([O:21][CH2:22][CH:23]=[CH2:24])=[O:20])[CH2:7][C:8]1[O:12][N:11]=[C:10]([CH:13]2[CH2:17][CH2:16][CH2:15][N:14]2[S:40]([C:35]2[CH:34]=[C:33]([Cl:32])[CH:38]=[C:37]([Cl:39])[CH:36]=2)(=[O:42])=[O:41])[CH:9]=1)[CH3:3]. The yield is 0.370. (4) The reactants are [I:1][C:2]1[CH:3]=[CH:4][C:5]([NH2:8])=[N:6][CH:7]=1.[CH3:9][C:10]1([CH3:17])[CH2:14][C:13](=O)[O:12][C:11]1=[O:16]. The catalyst is CN(C=O)C. The product is [I:1][C:2]1[CH:3]=[CH:4][C:5]([N:8]2[C:13](=[O:12])[CH2:14][C:10]([CH3:17])([CH3:9])[C:11]2=[O:16])=[N:6][CH:7]=1. The yield is 0.866. (5) The reactants are Cl[C:2]1[N:3]=[N:4][CH:5]=[C:6]([O:8][CH3:9])[CH:7]=1.CC1(C)C(C)(C)OB([C:18]2[CH:23]=[CH:22][N:21]=[C:20]([C:24]([O:26][CH3:27])=[O:25])[CH:19]=2)O1.C([O-])([O-])=O.[K+].[K+]. The catalyst is CN(C=O)C.C1C=CC([P]([Pd]([P](C2C=CC=CC=2)(C2C=CC=CC=2)C2C=CC=CC=2)([P](C2C=CC=CC=2)(C2C=CC=CC=2)C2C=CC=CC=2)[P](C2C=CC=CC=2)(C2C=CC=CC=2)C2C=CC=CC=2)(C2C=CC=CC=2)C2C=CC=CC=2)=CC=1. The product is [CH3:9][O:8][C:6]1[CH:7]=[C:2]([C:18]2[CH:23]=[CH:22][N:21]=[C:20]([C:24]([O:26][CH3:27])=[O:25])[CH:19]=2)[N:3]=[N:4][CH:5]=1. The yield is 0.220. (6) The reactants are [CH3:1][O:2][C:3]1[CH:8]=[CH:7][C:6]([C:9]([C:11]2[CH:16]=[CH:15][C:14]([O:17][CH2:18][C:19]3[CH:24]=[CH:23][CH:22]=[CH:21][CH:20]=3)=[CH:13][CH:12]=2)=[O:10])=[C:5]([O:25]COC)[CH:4]=1.Cl. The catalyst is CC(C)=O. The product is [CH2:18]([O:17][C:14]1[CH:13]=[CH:12][C:11]([C:9]([C:6]2[CH:7]=[CH:8][C:3]([O:2][CH3:1])=[CH:4][C:5]=2[OH:25])=[O:10])=[CH:16][CH:15]=1)[C:19]1[CH:24]=[CH:23][CH:22]=[CH:21][CH:20]=1. The yield is 0.950.